Predict the product of the given reaction. From a dataset of Forward reaction prediction with 1.9M reactions from USPTO patents (1976-2016). (1) Given the reactants [CH3:1][C@:2]12[CH2:19][CH2:18][C@H:17]3[C@@H:7]([CH2:8][CH2:9][C@@H:10]4[C@:15]3([CH3:16])[CH2:14][CH:13]=[CH:12][CH2:11]4)[C@@H:6]1[CH2:5][CH2:4][C:3]2=[O:20].[CH3:21][Mg]Br.O, predict the reaction product. The product is: [CH3:21][C@@:3]1([OH:20])[CH2:4][CH2:5][C@H:6]2[C@H:7]3[C@H:17]([CH2:18][CH2:19][C@:2]12[CH3:1])[C@:15]1([CH3:16])[CH:10]([CH2:11][CH:12]=[CH:13][CH2:14]1)[CH2:9][CH2:8]3. (2) The product is: [CH2:3]([CH:2]([CH2:6][CH2:7][CH2:8][CH3:9])[CH2:1][NH2:5])[CH3:4]. Given the reactants [CH2:1]([NH2:5])[CH2:2][CH2:3][CH3:4].[CH2:6](N)[CH2:7][CH2:8][CH2:9]CC.C(N)CCCCCCC.CC1CCC(C(O)(C)C)CC1.O.O.C(O)(=O)C(O)=O, predict the reaction product.